Dataset: Peptide-MHC class I binding affinity with 185,985 pairs from IEDB/IMGT. Task: Regression. Given a peptide amino acid sequence and an MHC pseudo amino acid sequence, predict their binding affinity value. This is MHC class I binding data. (1) The peptide sequence is MVRVLTVIKEY. The MHC is HLA-B14:02 with pseudo-sequence HLA-B14:02. The binding affinity (normalized) is 0.0847. (2) The binding affinity (normalized) is 0.338. The peptide sequence is NIERQDYRR. The MHC is HLA-A33:01 with pseudo-sequence HLA-A33:01. (3) The peptide sequence is SEAAYAKKI. The MHC is HLA-A68:02 with pseudo-sequence HLA-A68:02. The binding affinity (normalized) is 0.0222. (4) The peptide sequence is FSAESRKL. The MHC is Mamu-A02 with pseudo-sequence Mamu-A02. The binding affinity (normalized) is 0.488. (5) The peptide sequence is RIYSHIAPY. The MHC is HLA-A02:19 with pseudo-sequence HLA-A02:19. The binding affinity (normalized) is 0.0847.